Dataset: Forward reaction prediction with 1.9M reactions from USPTO patents (1976-2016). Task: Predict the product of the given reaction. (1) Given the reactants [F:1][C:2]1[CH:7]=[CH:6][CH:5]=[CH:4][C:3]=1B(O)O.C([O-])([O-])=O.[K+].[K+].[Cl:17][C:18]1[CH:23]=[CH:22][C:21]([C:24]2[C:29](C3C=CC(Cl)=CC=3Cl)=[CH:28][N:27]3[C:38]([CH2:41][C:42]4[CH:43]=[N:44][C:45]([C:48]([F:51])([F:50])[F:49])=[CH:46][CH:47]=4)=[N:39][N:40]=[C:26]3[CH:25]=2)=[CH:20][CH:19]=1.O1CCO[CH2:54][CH2:53]1, predict the reaction product. The product is: [Cl:17][C:18]1[CH:19]=[CH:20][C:21]([C:24]2[C:29]([C:3]3[CH:4]=[CH:5][CH:6]=[CH:7][C:2]=3[F:1])=[CH:28][N:27]3[C:38]([CH2:41][C:42]4[C:43]([CH2:53][CH3:54])=[N:44][C:45]([C:48]([F:49])([F:51])[F:50])=[CH:46][CH:47]=4)=[N:39][N:40]=[C:26]3[CH:25]=2)=[CH:22][CH:23]=1. (2) Given the reactants [OH:1][CH:2]([CH2:6][CH2:7][CH2:8][CH2:9][CH2:10][CH2:11][CH2:12][CH2:13][CH2:14][CH2:15][CH2:16][CH2:17][CH2:18][CH3:19])[C:3]([OH:5])=[O:4].[CH2:20](O)[CH2:21][OH:22].C1(C)C=CC(S(O)(=O)=O)=CC=1, predict the reaction product. The product is: [OH:1][CH:2]([CH2:6][CH2:7][CH2:8][CH2:9][CH2:10][CH2:11][CH2:12][CH2:13][CH2:14][CH2:15][CH2:16][CH2:17][CH2:18][CH3:19])[C:3]([O:5][CH2:20][CH2:21][OH:22])=[O:4]. (3) Given the reactants [F:1][C:2]([F:20])([F:19])[C:3]1[CH:8]=[CH:7][C:6]([CH:9]2[CH2:14][CH:13]([C:15]([O:17][CH3:18])=[O:16])[CH2:12][CH2:11][NH:10]2)=[CH:5][CH:4]=1.CCN(C(C)C)C(C)C.[C:30](Cl)(=[O:33])[O:31][CH3:32], predict the reaction product. The product is: [F:20][C:2]([F:19])([F:1])[C:3]1[CH:4]=[CH:5][C:6]([CH:9]2[CH2:14][CH:13]([C:15]([O:17][CH3:18])=[O:16])[CH2:12][CH2:11][N:10]2[C:30]([O:31][CH3:32])=[O:33])=[CH:7][CH:8]=1. (4) Given the reactants [CH3:1][C:2]1[C:10]2[C:9](=[O:11])[NH:8][CH:7]=[N:6][C:5]=2[S:4][C:3]=1[C:12]([O:14][CH3:15])=[O:13].C([O-])([O-])=O.[K+].[K+].Cl[CH2:23][C:24]([N:26]([CH2:29][CH3:30])[CH2:27][CH3:28])=[O:25], predict the reaction product. The product is: [CH2:27]([N:26]([CH2:29][CH3:30])[C:24](=[O:25])[CH2:23][N:8]1[C:9](=[O:11])[C:10]2[C:2]([CH3:1])=[C:3]([C:12]([O:14][CH3:15])=[O:13])[S:4][C:5]=2[N:6]=[CH:7]1)[CH3:28]. (5) Given the reactants [NH2:1][C:2]1[CH:11]=[CH:10][C:5]([C:6]([O:8][CH3:9])=[O:7])=[CH:4][CH:3]=1.C(N(C(C)C)CC)(C)C.[F:21][C:22]1[CH:30]=[C:29]([C:31]([F:34])([F:33])[F:32])[CH:28]=[C:27]([C:35]([F:38])([F:37])[F:36])[C:23]=1[C:24](Cl)=[O:25], predict the reaction product. The product is: [F:21][C:22]1[CH:30]=[C:29]([C:31]([F:33])([F:34])[F:32])[CH:28]=[C:27]([C:35]([F:36])([F:37])[F:38])[C:23]=1[C:24]([NH:1][C:2]1[CH:3]=[CH:4][C:5]([C:6]([O:8][CH3:9])=[O:7])=[CH:10][CH:11]=1)=[O:25]. (6) Given the reactants Cl.[NH2:2][CH2:3][C:4]1[CH:9]=[CH:8][C:7]([NH:10][S:11]([CH3:14])(=[O:13])=[O:12])=[C:6]([F:15])[CH:5]=1.[Cl:16][C:17]1[N:22]=[CH:21][C:20]([CH:23]=[CH:24][C:25](O)=[O:26])=[C:19]([C:28]([F:31])([F:30])[F:29])[CH:18]=1, predict the reaction product. The product is: [Cl:16][C:17]1[N:22]=[CH:21][C:20]([CH:23]=[CH:24][C:25]([NH:2][CH2:3][C:4]2[CH:9]=[CH:8][C:7]([NH:10][S:11]([CH3:14])(=[O:13])=[O:12])=[C:6]([F:15])[CH:5]=2)=[O:26])=[C:19]([C:28]([F:31])([F:29])[F:30])[CH:18]=1.